Dataset: CYP2C19 inhibition data for predicting drug metabolism from PubChem BioAssay. Task: Regression/Classification. Given a drug SMILES string, predict its absorption, distribution, metabolism, or excretion properties. Task type varies by dataset: regression for continuous measurements (e.g., permeability, clearance, half-life) or binary classification for categorical outcomes (e.g., BBB penetration, CYP inhibition). Dataset: cyp2c19_veith. (1) The drug is COC(=O)[C@@]1(Cc2ccc(F)cc2)[C@H]2c3cc(C(=O)N(C)C)n(CC4CC4)c3C[C@H]2CN1C(=O)c1ccccc1. The result is 1 (inhibitor). (2) The molecule is O=C1Nc2ccc([N+](=O)[O-])cc2C1(O)N1CCCCCC1. The result is 1 (inhibitor). (3) The molecule is Cc1cccc(NC(=S)NC(=O)c2cc(-c3ccccc3)nc3ccccc23)c1. The result is 1 (inhibitor). (4) The molecule is COc1ccc(CNc2ncnc3ccc(-c4ccc(N(C)C)cc4)cc23)c(OC)c1. The result is 1 (inhibitor). (5) The drug is Cc1cnc(NC(=O)C2=C([O-])c3ccccc3S(=O)(=O)N2C)s1.[Na+]. The result is 0 (non-inhibitor).